This data is from Peptide-MHC class II binding affinity with 134,281 pairs from IEDB. The task is: Regression. Given a peptide amino acid sequence and an MHC pseudo amino acid sequence, predict their binding affinity value. This is MHC class II binding data. The peptide sequence is VSEALRIIAGTLEVH. The MHC is DRB1_1302 with pseudo-sequence DRB1_1302. The binding affinity (normalized) is 0.509.